From a dataset of Forward reaction prediction with 1.9M reactions from USPTO patents (1976-2016). Predict the product of the given reaction. (1) Given the reactants BrBr.[Br-].Br([O-])(=O)=O.[CH3:8][CH2:9][CH:10]([CH2:12][CH2:13][CH2:14][CH:15]([CH2:17][CH2:18][CH2:19][CH:20]([CH3:22])[CH3:21])[CH3:16])[CH3:11], predict the reaction product. The product is: [CH3:8][CH2:9][C:10]([CH2:12][CH2:13]/[CH:14]=[C:15](/[CH2:17][CH2:18][CH:19]=[C:20]([CH3:21])[CH3:22])\[CH3:16])=[CH2:11]. (2) Given the reactants [CH3:1][C:2]1([CH3:39])[CH2:11][CH:10]=[C:9]([C:12]2[CH:17]=[CH:16][CH:15]=[C:14]([O:18][Si](CC(C)C)(C)C)[CH:13]=2)[C:8]2[CH:7]=[C:6]([C:26]#[C:27][C:28]3[CH:38]=[CH:37][C:31]([C:32]([O:34][CH2:35][CH3:36])=[O:33])=[CH:30][CH:29]=3)[CH:5]=[CH:4][C:3]1=2.[F-].C([N+](CCCC)(CCCC)CCCC)CCC, predict the reaction product. The product is: [CH3:39][C:2]1([CH3:1])[CH2:11][CH:10]=[C:9]([C:12]2[CH:17]=[CH:16][CH:15]=[C:14]([OH:18])[CH:13]=2)[C:8]2[CH:7]=[C:6]([C:26]#[C:27][C:28]3[CH:29]=[CH:30][C:31]([C:32]([O:34][CH2:35][CH3:36])=[O:33])=[CH:37][CH:38]=3)[CH:5]=[CH:4][C:3]1=2. (3) Given the reactants [Cl:1][CH2:2][C:3](Cl)=[O:4].[Cl-].[Al+3].[Cl-].[Cl-].[S:10]1[CH:14]=[CH:13][N:12]2[CH:15]=[N:16][CH:17]=[C:11]12.O, predict the reaction product. The product is: [Cl:1][CH2:2][C:3]([C:17]1[N:16]=[CH:15][N:12]2[CH:13]=[CH:14][S:10][C:11]=12)=[O:4].